From a dataset of Catalyst prediction with 721,799 reactions and 888 catalyst types from USPTO. Predict which catalyst facilitates the given reaction. Reactant: [C:1]1([CH2:7][CH2:8][CH2:9][CH:10]([NH:20][C:21]([CH:23]2[CH2:28][CH2:27][NH:26][CH2:25][CH2:24]2)=[O:22])[CH2:11][CH2:12][CH2:13][C:14]2[CH:19]=[CH:18][CH:17]=[CH:16][CH:15]=2)[CH:6]=[CH:5][CH:4]=[CH:3][CH:2]=1.[C:29]([O:33][C:34]([N:36]1[CH2:41][CH2:40][CH:39]([C:42](O)=[O:43])[CH2:38][CH2:37]1)=[O:35])([CH3:32])([CH3:31])[CH3:30].C(N(CC)C(C)C)(C)C.C1CN([P+](ON2N=NC3C=CC=CC2=3)(N2CCCC2)N2CCCC2)CC1.F[P-](F)(F)(F)(F)F. Product: [C:1]1([CH2:7][CH2:8][CH2:9][CH:10]([NH:20][C:21]([CH:23]2[CH2:28][CH2:27][N:26]([C:42]([CH:39]3[CH2:40][CH2:41][N:36]([C:34]([O:33][C:29]([CH3:32])([CH3:31])[CH3:30])=[O:35])[CH2:37][CH2:38]3)=[O:43])[CH2:25][CH2:24]2)=[O:22])[CH2:11][CH2:12][CH2:13][C:14]2[CH:19]=[CH:18][CH:17]=[CH:16][CH:15]=2)[CH:6]=[CH:5][CH:4]=[CH:3][CH:2]=1. The catalyst class is: 2.